Dataset: NCI-60 drug combinations with 297,098 pairs across 59 cell lines. Task: Regression. Given two drug SMILES strings and cell line genomic features, predict the synergy score measuring deviation from expected non-interaction effect. (1) Drug 1: C1C(C(OC1N2C=C(C(=O)NC2=O)F)CO)O. Drug 2: C1=NC2=C(N=C(N=C2N1C3C(C(C(O3)CO)O)F)Cl)N. Cell line: SF-295. Synergy scores: CSS=23.4, Synergy_ZIP=5.83, Synergy_Bliss=10.0, Synergy_Loewe=0.374, Synergy_HSA=0.474. (2) Drug 1: CC1=C(C=C(C=C1)NC2=NC=CC(=N2)N(C)C3=CC4=NN(C(=C4C=C3)C)C)S(=O)(=O)N.Cl. Drug 2: C1=C(C(=O)NC(=O)N1)F. Cell line: HCT116. Synergy scores: CSS=45.8, Synergy_ZIP=-0.428, Synergy_Bliss=-2.74, Synergy_Loewe=-12.5, Synergy_HSA=-3.04. (3) Drug 1: CC1=C2C(C(=O)C3(C(CC4C(C3C(C(C2(C)C)(CC1OC(=O)C(C(C5=CC=CC=C5)NC(=O)C6=CC=CC=C6)O)O)OC(=O)C7=CC=CC=C7)(CO4)OC(=O)C)O)C)OC(=O)C. Drug 2: CCCCC(=O)OCC(=O)C1(CC(C2=C(C1)C(=C3C(=C2O)C(=O)C4=C(C3=O)C=CC=C4OC)O)OC5CC(C(C(O5)C)O)NC(=O)C(F)(F)F)O. Cell line: SN12C. Synergy scores: CSS=22.2, Synergy_ZIP=1.78, Synergy_Bliss=0.726, Synergy_Loewe=1.26, Synergy_HSA=0.878.